Task: Predict the product of the given reaction.. Dataset: Forward reaction prediction with 1.9M reactions from USPTO patents (1976-2016) (1) Given the reactants [Cl:1][C:2]1[CH:7]=[C:6]([C:8]#[CH:9])[CH:5]=[CH:4][N:3]=1.[C:10]([C:14]1[CH:21]=[CH:20][C:17]([CH2:18][NH2:19])=[CH:16][CH:15]=1)([CH3:13])([CH3:12])[CH3:11].C(O)(=O)C.C([BH3-])#N.[Na+], predict the reaction product. The product is: [C:10]([C:14]1[CH:15]=[CH:16][C:17]([CH2:18][NH:19][CH2:9][CH2:8][C:6]2[CH:5]=[CH:4][N:3]=[C:2]([Cl:1])[CH:7]=2)=[CH:20][CH:21]=1)([CH3:13])([CH3:11])[CH3:12]. (2) Given the reactants [S:1]1[CH:5]=[CH:4][CH:3]=[C:2]1[S:6]([NH:9][C:10]1[CH:11]=[CH:12][CH:13]=[C:14]2[C:18]=1[NH:17][C:16]([C:19]([OH:21])=O)=[CH:15]2)(=[O:8])=[O:7].Br.[Br:23][CH2:24][CH2:25][NH2:26].N1(O)C2C=CC=CC=2N=N1.Cl.CN(C)CCCN=C=NCC, predict the reaction product. The product is: [Br:23][CH2:24][CH2:25][NH:26][C:19]([C:16]1[NH:17][C:18]2[C:14]([CH:15]=1)=[CH:13][CH:12]=[CH:11][C:10]=2[NH:9][S:6]([C:2]1[S:1][CH:5]=[CH:4][CH:3]=1)(=[O:7])=[O:8])=[O:21]. (3) The product is: [Cl:1][C:2]1[CH:7]=[CH:6][C:5]([O:8][C:30]2[C:31]([F:33])=[CH:32][C:27]([S:24]([NH:23][C:36]3[S:40][N:39]=[CH:38][N:37]=3)(=[O:25])=[O:26])=[C:28]([F:35])[CH:29]=2)=[C:4]([C:9]2[CH:10]=[N:11][N:12]3[CH:17]=[CH:16][CH:15]=[N:14][C:13]=23)[CH:3]=1. Given the reactants [Cl:1][C:2]1[CH:7]=[CH:6][C:5]([OH:8])=[C:4]([C:9]2[CH:10]=[N:11][N:12]3[CH:17]=[CH:16][CH:15]=[N:14][C:13]=23)[CH:3]=1.COC1C=C(OC)C=CC=1C[N:23]([C:36]1[S:40][N:39]=[CH:38][N:37]=1)[S:24]([C:27]1[CH:32]=[C:31]([F:33])[C:30](F)=[CH:29][C:28]=1[F:35])(=[O:26])=[O:25].C(=O)([O-])[O-].[K+].[K+], predict the reaction product. (4) Given the reactants [Cl:1][C:2]1[C:7]([F:8])=[CH:6][C:5]([CH2:9][S:10]C)=[CH:4][N:3]=1.[N:12]#[C:13][NH2:14].C(O)(=O)C.C(O)(=O)C.IC1C=CC=CC=1, predict the reaction product. The product is: [F:8][C:7]1[CH:6]=[C:5]([CH2:9][SH:10]=[N:14][C:13]#[N:12])[CH:4]=[N:3][C:2]=1[Cl:1]. (5) Given the reactants [CH:1]1([CH2:7][CH2:8][CH:9]([N:11]2C(=O)C3C(=CC=CC=3)C2=O)[CH3:10])[CH2:6][CH2:5][CH2:4][CH2:3][CH2:2]1.O.NN, predict the reaction product. The product is: [CH:1]1([CH2:7][CH2:8][CH:9]([NH2:11])[CH3:10])[CH2:6][CH2:5][CH2:4][CH2:3][CH2:2]1. (6) Given the reactants [S:1]1[C:5]([C:6]2[C:11](Br)=[CH:10][N:9]=[C:8]([NH:13][CH2:14][CH2:15][N:16]3[C:20]([CH3:22])([CH3:21])[C:19](=[O:23])[NH:18][C:17]3=[O:24])[N:7]=2)=[CH:4][C:3]2[CH:25]=[CH:26][CH:27]=[CH:28][C:2]1=2.[C:29]1(B(O)O)[CH:34]=[CH:33][CH:32]=[CH:31][CH:30]=1.C(=O)([O-])[O-].[Na+].[Na+].O1CCOCC1, predict the reaction product. The product is: [S:1]1[C:5]([C:6]2[C:11]([C:29]3[CH:34]=[CH:33][CH:32]=[CH:31][CH:30]=3)=[CH:10][N:9]=[C:8]([NH:13][CH2:14][CH2:15][N:16]3[C:20]([CH3:22])([CH3:21])[C:19](=[O:23])[NH:18][C:17]3=[O:24])[N:7]=2)=[CH:4][C:3]2[CH:25]=[CH:26][CH:27]=[CH:28][C:2]1=2. (7) Given the reactants B1(B2OC(C)(C)C(C)(C)O2)OC(C)(C)C(C)(C)O1.Br[C:20]1[CH:29]=[CH:28][C:23]([C:24]([O:26][CH3:27])=[O:25])=[C:22]([CH3:30])[CH:21]=1.CC([O-])=O.[K+].Br[C:37]1[CH:42]=[CH:41][C:40]([NH:43][C:44]2[S:45][C:46]3[CH:52]=[C:51]([F:53])[CH:50]=[CH:49][C:47]=3[N:48]=2)=[C:39]([F:54])[CH:38]=1.C([O-])(O)=O.[Na+], predict the reaction product. The product is: [F:54][C:39]1[CH:38]=[C:37]([C:20]2[CH:29]=[CH:28][C:23]([C:24]([O:26][CH3:27])=[O:25])=[C:22]([CH3:30])[CH:21]=2)[CH:42]=[CH:41][C:40]=1[NH:43][C:44]1[S:45][C:46]2[CH:52]=[C:51]([F:53])[CH:50]=[CH:49][C:47]=2[N:48]=1. (8) The product is: [Cl:42][C:39]1[CH:40]=[CH:41][C:36]([C:29]2[CH2:30][CH2:31][C:32]([F:34])([F:35])[CH2:33][C:28]=2[CH2:27][N:24]2[CH2:23][CH2:22][N:21]([C:19]3[CH:18]=[CH:17][C:12]([C:13]([O:15][CH3:16])=[O:14])=[C:11]([O:10][C:5]4[CH:6]=[CH:7][CH:8]=[C:9]5[C:4]=4[CH:3]=[N:2][N:1]5[C:50]([C:51]4[CH:56]=[CH:55][CH:54]=[CH:53][CH:52]=4)([C:63]4[CH:64]=[CH:65][CH:66]=[CH:67][CH:68]=4)[C:57]4[CH:58]=[CH:59][CH:60]=[CH:61][CH:62]=4)[CH:20]=3)[CH2:26][CH2:25]2)=[CH:37][CH:38]=1. Given the reactants [NH:1]1[C:9]2[C:4](=[C:5]([O:10][C:11]3[CH:20]=[C:19]([N:21]4[CH2:26][CH2:25][N:24]([CH2:27][C:28]5[CH2:33][C:32]([F:35])([F:34])[CH2:31][CH2:30][C:29]=5[C:36]5[CH:41]=[CH:40][C:39]([Cl:42])=[CH:38][CH:37]=5)[CH2:23][CH2:22]4)[CH:18]=[CH:17][C:12]=3[C:13]([O:15][CH3:16])=[O:14])[CH:6]=[CH:7][CH:8]=2)[CH:3]=[N:2]1.C(N(CC)CC)C.[C:50](Cl)([C:63]1[CH:68]=[CH:67][CH:66]=[CH:65][CH:64]=1)([C:57]1[CH:62]=[CH:61][CH:60]=[CH:59][CH:58]=1)[C:51]1[CH:56]=[CH:55][CH:54]=[CH:53][CH:52]=1, predict the reaction product.